Dataset: Reaction yield outcomes from USPTO patents with 853,638 reactions. Task: Predict the reaction yield, written as a fraction of the theoretical maximum amount of product (1.0 means a 100% yield; for example, 0.34 means a 34% yield). The reactants are [CH3:1][C:2]([CH3:11])([CH2:7][C:8](O)=[O:9])[CH2:3][C:4](O)=[O:5].B.C1COCC1.Cl. The catalyst is O1CCCC1. The product is [CH3:1][C:2]([CH3:11])([CH2:7][CH2:8][OH:9])[CH2:3][CH2:4][OH:5]. The yield is 0.340.